From a dataset of Catalyst prediction with 721,799 reactions and 888 catalyst types from USPTO. Predict which catalyst facilitates the given reaction. (1) Product: [NH2:13][C:5]1[CH:4]=[C:3]([OH:2])[CH:8]=[C:7]([C:9]([F:10])([F:11])[F:12])[CH:6]=1. Reactant: C[O:2][C:3]1[CH:4]=[C:5]([NH2:13])[CH:6]=[C:7]([C:9]([F:12])([F:11])[F:10])[CH:8]=1.Br.C(O)(=O)C.C([O-])(O)=O.[Na+]. The catalyst class is: 6. (2) Reactant: [CH2:1]([O:8][C:9]([N:11]1[C@@H:15]([C:16](OC)=[O:17])[CH2:14][C@@H:13]([NH:20][C:21](=[O:27])[O:22][C:23]([CH3:26])([CH3:25])[CH3:24])[CH2:12]1)=[O:10])[C:2]1[CH:7]=[CH:6][CH:5]=[CH:4][CH:3]=1.[Li+].[Cl-].[BH4-].[Na+].C(O)C. Product: [CH2:1]([O:8][C:9]([N:11]1[C@@H:15]([CH2:16][OH:17])[CH2:14][C@@H:13]([NH:20][C:21](=[O:27])[O:22][C:23]([CH3:25])([CH3:24])[CH3:26])[CH2:12]1)=[O:10])[C:2]1[CH:7]=[CH:6][CH:5]=[CH:4][CH:3]=1. The catalyst class is: 1. (3) Reactant: [CH2:1]([O:3][C:4]1[CH:5]=[C:6]2[C:11](=[CH:12][CH:13]=1)[C:10]([N:14]=CC1C=CC=CC=1)=[CH:9][CH:8]=[CH:7]2)[CH3:2]. Product: [CH2:1]([O:3][C:4]1[CH:5]=[C:6]2[C:11](=[CH:12][CH:13]=1)[C:10]([NH2:14])=[CH:9][CH:8]=[CH:7]2)[CH3:2]. The catalyst class is: 78.